Dataset: Forward reaction prediction with 1.9M reactions from USPTO patents (1976-2016). Task: Predict the product of the given reaction. (1) Given the reactants [Si:1]([O:8][C@H:9]1[CH2:13][CH2:12][N:11](/[N:14]=[CH:15]/[C:16]2[CH:23]=[CH:22][C:19]([C:20]#[N:21])=[C:18]([Cl:24])[C:17]=2[CH3:25])[C@@H:10]1[CH:26]=[O:27])([C:4]([CH3:7])([CH3:6])[CH3:5])([CH3:3])[CH3:2], predict the reaction product. The product is: [Si:1]([O:8][C@@H:9]1[C@@H:10]2[N:11]([N:14]=[C:15]([C:16]3[CH:23]=[CH:22][C:19]([C:20]#[N:21])=[C:18]([Cl:24])[C:17]=3[CH3:25])[C@H:26]2[OH:27])[CH2:12][CH2:13]1)([C:4]([CH3:7])([CH3:6])[CH3:5])([CH3:3])[CH3:2]. (2) Given the reactants [Cl:1][C:2]1[CH:7]=[CH:6][C:5]([NH:8][CH:9]2[CH2:14][CH2:13][N:12]([CH:15]3[CH2:20][CH2:19][CH2:18][CH2:17][C:16]3=[O:21])[CH2:11][CH2:10]2)=[CH:4][CH:3]=1.[CH3:22][O:23][C:24]1[CH:29]=[CH:28][C:27]([S:30](Cl)(=[O:32])=[O:31])=[CH:26][CH:25]=1, predict the reaction product. The product is: [Cl:1][C:2]1[CH:3]=[CH:4][C:5]([N:8]([CH:9]2[CH2:10][CH2:11][N:12]([CH:15]3[CH2:20][CH2:19][CH2:18][CH2:17][C:16]3=[O:21])[CH2:13][CH2:14]2)[S:30]([C:27]2[CH:26]=[CH:25][C:24]([O:23][CH3:22])=[CH:29][CH:28]=2)(=[O:32])=[O:31])=[CH:6][CH:7]=1.